From a dataset of Reaction yield outcomes from USPTO patents with 853,638 reactions. Predict the reaction yield, written as a fraction of the theoretical maximum amount of product (1.0 means a 100% yield; for example, 0.34 means a 34% yield). (1) The reactants are Cl[C:2]1[CH:15]=[CH:14][C:13]2[O:12][C:11]3[C:6](=[CH:7][C:8]([C:16]4[CH:17]=[N:18][CH:19]=[N:20][CH:21]=4)=[CH:9][CH:10]=3)[C:5]3([CH2:25][O:24][C:23]([NH2:26])=[N:22]3)[C:4]=2[CH:3]=1.CC(C1C=C(C(C)C)C(C2C=CC=CC=2P(C2CCCCC2)C2CCCCC2)=C(C(C)C)C=1)C.[CH3:61][C:62]([CH3:69])([CH3:68])/[CH:63]=[CH:64]/B(O)O.P([O-])([O-])([O-])=O.[K+].[K+].[K+]. The catalyst is C(OCC)(=O)C.C1C=CC(/C=C/C(/C=C/C2C=CC=CC=2)=O)=CC=1.C1C=CC(/C=C/C(/C=C/C2C=CC=CC=2)=O)=CC=1.C1C=CC(/C=C/C(/C=C/C2C=CC=CC=2)=O)=CC=1.[Pd].[Pd].C1COCC1. The product is [CH3:61][C:62]([CH3:69])([CH3:68])[CH:63]=[CH:64][C:2]1[CH:15]=[CH:14][C:13]2[O:12][C:11]3[C:6](=[CH:7][C:8]([C:16]4[CH:17]=[N:18][CH:19]=[N:20][CH:21]=4)=[CH:9][CH:10]=3)[C:5]3([CH2:25][O:24][C:23]([NH2:26])=[N:22]3)[C:4]=2[CH:3]=1. The yield is 0.640. (2) The reactants are [CH3:1][NH:2][S:3]([C:6]1[CH:11]=[CH:10][C:9](B(O)O)=[CH:8][CH:7]=1)(=[O:5])=[O:4].[C:15]([O:19][C:20](=[O:29])[NH:21][C:22]1[CH:27]=[CH:26][CH:25]=[C:24](Br)[N:23]=1)([CH3:18])([CH3:17])[CH3:16].C([O-])([O-])=O.[K+].[K+]. The catalyst is CN(C=O)C.O.C1C=CC([P]([Pd]([P](C2C=CC=CC=2)(C2C=CC=CC=2)C2C=CC=CC=2)([P](C2C=CC=CC=2)(C2C=CC=CC=2)C2C=CC=CC=2)[P](C2C=CC=CC=2)(C2C=CC=CC=2)C2C=CC=CC=2)(C2C=CC=CC=2)C2C=CC=CC=2)=CC=1. The product is [CH3:1][NH:2][S:3]([C:6]1[CH:11]=[CH:10][C:9]([C:24]2[N:23]=[C:22]([NH:21][C:20](=[O:29])[O:19][C:15]([CH3:17])([CH3:16])[CH3:18])[CH:27]=[CH:26][CH:25]=2)=[CH:8][CH:7]=1)(=[O:5])=[O:4]. The yield is 0.580.